From a dataset of Reaction yield outcomes from USPTO patents with 853,638 reactions. Predict the reaction yield, written as a fraction of the theoretical maximum amount of product (1.0 means a 100% yield; for example, 0.34 means a 34% yield). (1) The reactants are OC1C=C([CH2:8][C:9]#[N:10])C=CC=1.[CH2:11]=[O:12].[OH2:13].[C:14]1([CH3:24])[CH:19]=[CH:18][C:17](S(O)(=O)=O)=[CH:16][CH:15]=1. The catalyst is C1(C)C=CC=CC=1. The product is [O:12]1[C:15]2[CH:16]=[C:17]([CH2:8][C:9]#[N:10])[CH:18]=[CH:19][C:14]=2[CH2:24][O:13][CH2:11]1. The yield is 0.0500. (2) The reactants are [N+:1]([C:4]1[CH:5]=[C:6]2[C:10](=[CH:11][CH:12]=1)[NH:9][C:8]([C:13]1[CH:18]=[CH:17][CH:16]=[CH:15][N:14]=1)=[CH:7]2)([O-])=O.Cl[Sn]Cl.O. The catalyst is CCO. The product is [N:14]1[CH:15]=[CH:16][CH:17]=[CH:18][C:13]=1[C:8]1[NH:9][C:10]2[C:6]([CH:7]=1)=[CH:5][C:4]([NH2:1])=[CH:12][CH:11]=2. The yield is 0.200.